This data is from Catalyst prediction with 721,799 reactions and 888 catalyst types from USPTO. The task is: Predict which catalyst facilitates the given reaction. (1) Reactant: [F:1][C:2]1[C:11]2[O:10][CH2:9][CH:8]([CH2:12]OS(C3C=CC(C)=CC=3)(=O)=O)[O:7][C:6]=2[CH:5]=[C:4]([S:24]([CH3:27])(=[O:26])=[O:25])[CH:3]=1.[NH:28]1[CH2:31][CH2:30][CH2:29]1. Product: [F:1][C:2]1[C:11]2[O:10][CH2:9][CH:8]([CH2:12][N:28]3[CH2:31][CH2:30][CH2:29]3)[O:7][C:6]=2[CH:5]=[C:4]([S:24]([CH3:27])(=[O:25])=[O:26])[CH:3]=1. The catalyst class is: 10. (2) Reactant: [CH:1]1([CH2:4][C:5]([CH:7]2[C:12](=O)[CH2:11][C:10]([CH3:15])([CH3:14])[CH2:9][C:8]2=[O:16])=O)[CH2:3][CH2:2]1.[NH:17]([C:19]1[C:26]([F:27])=[CH:25][C:22]([C:23]#[N:24])=[C:21]([F:28])[CH:20]=1)[NH2:18].CCO. The catalyst class is: 25. Product: [CH:1]1([CH2:4][C:5]2[C:7]3[C:8](=[O:16])[CH2:9][C:10]([CH3:15])([CH3:14])[CH2:11][C:12]=3[N:17]([C:19]3[C:26]([F:27])=[CH:25][C:22]([C:23]#[N:24])=[C:21]([F:28])[CH:20]=3)[N:18]=2)[CH2:2][CH2:3]1.